This data is from Reaction yield outcomes from USPTO patents with 853,638 reactions. The task is: Predict the reaction yield, written as a fraction of the theoretical maximum amount of product (1.0 means a 100% yield; for example, 0.34 means a 34% yield). (1) The reactants are [NH2:1][C:2]1[CH:3]=[CH:4][C:5]([O:19][CH2:20][CH2:21][CH3:22])=[C:6]([C:8]2[NH:13][C:12](=[O:14])[C:11]([CH2:15][CH3:16])=[C:10]([CH2:17][CH3:18])[N:9]=2)[CH:7]=1.O.CS[C:26](=[NH:28])[NH2:27]. The catalyst is C(O)(=O)C. The product is [CH2:17]([C:10]1[N:9]=[C:8]([C:6]2[CH:7]=[C:2]([NH:1][C:26]([NH2:28])=[NH:27])[CH:3]=[CH:4][C:5]=2[O:19][CH2:20][CH2:21][CH3:22])[NH:13][C:12](=[O:14])[C:11]=1[CH2:15][CH3:16])[CH3:18]. The yield is 0.250. (2) The reactants are [C:1]([C:3]1[N:8]=[C:7]([CH2:9][CH2:10][CH2:11][CH2:12][C:13]([O:15][CH2:16][CH3:17])=[O:14])[CH:6]=[CH:5][CH:4]=1)#[N:2].[C:18](OC)(=[O:26])[C:19]1[C:20](=[CH:22][CH:23]=[CH:24][CH:25]=1)[SH:21].C(N(CC)CC)C. The catalyst is C1(C)C=CC=CC=1. The product is [O:26]=[C:18]1[C:19]2[CH:25]=[CH:24][CH:23]=[CH:22][C:20]=2[S:21][C:1]([C:3]2[N:8]=[C:7]([CH2:9][CH2:10][CH2:11][CH2:12][C:13]([O:15][CH2:16][CH3:17])=[O:14])[CH:6]=[CH:5][CH:4]=2)=[N:2]1. The yield is 0.760. (3) The reactants are [Cl:1][C:2]1[C:3]([O:14][CH3:15])=[C:4]([N+:11]([O-:13])=[O:12])[C:5]([F:10])=[C:6]([CH2:8]O)[CH:7]=1.[Br:16]N1C(=O)CCC1=O.C1(P(C2C=CC=CC=2)C2C=CC=CC=2)C=CC=CC=1. The catalyst is O1CCCC1. The product is [Br:16][CH2:8][C:6]1[CH:7]=[C:2]([Cl:1])[C:3]([O:14][CH3:15])=[C:4]([N+:11]([O-:13])=[O:12])[C:5]=1[F:10]. The yield is 1.00. (4) The reactants are [CH2:1]([O:8][C:9]([NH:11][CH2:12][CH2:13][CH2:14][CH2:15]OS(C)(=O)=O)=[O:10])[C:2]1[CH:7]=[CH:6][CH:5]=[CH:4][CH:3]=1.[CH3:21][NH:22][CH3:23].C(=O)([O-])[O-].[K+].[K+].[I-].[Na+]. The catalyst is CN(C)C=O.O. The product is [CH2:1]([O:8][C:9]([NH:11][CH2:12][CH2:13][CH2:14][CH2:15][N:22]([CH3:23])[CH3:21])=[O:10])[C:2]1[CH:7]=[CH:6][CH:5]=[CH:4][CH:3]=1. The yield is 0.760. (5) The product is [O:1]=[C:2]1[CH:10]([C:11]2[C:16]3=[C:17]([CH3:23])[C:18]([C:20]([NH:57][CH2:58][CH2:59][CH2:60][N:61]4[CH2:65][CH2:64][CH2:63][CH2:62]4)=[O:21])=[CH:19][N:15]3[N:14]=[CH:13][N:12]=2)[C:9]2[C:4](=[CH:5][CH:6]=[CH:7][CH:8]=2)[NH:3]1. The yield is 0.340. The reactants are [O:1]=[C:2]1[CH:10]([C:11]2[C:16]3=[C:17]([CH3:23])[C:18]([C:20](O)=[O:21])=[CH:19][N:15]3[N:14]=[CH:13][N:12]=2)[C:9]2[C:4](=[CH:5][CH:6]=[CH:7][CH:8]=2)[NH:3]1.C1CN([P+](Br)(N2CCCC2)N2CCCC2)CC1.F[P-](F)(F)(F)(F)F.C(N(C(C)C)CC)(C)C.[NH2:57][CH2:58][CH2:59][CH2:60][N:61]1[CH2:65][CH2:64][CH2:63][CH2:62]1.Cl. The catalyst is CN(C=O)C.ClCCl. (6) The reactants are [Cl:1][C:2]([F:14])([F:13])[C:3]1[CH:8]=[CH:7][C:6]([CH:9]([S:11][CH3:12])[CH3:10])=[CH:5][N:4]=1.[N:15]#[C:16][NH2:17].C(O)(=O)C.C(O)(=O)C.IC1C=CC=CC=1. The catalyst is C1COCC1. The product is [Cl:1][C:2]([F:13])([F:14])[C:3]1[N:4]=[CH:5][C:6]([CH:9]([S:11]([CH3:12])=[N:17][C:16]#[N:15])[CH3:10])=[CH:7][CH:8]=1. The yield is 0.480. (7) The reactants are [Br:1][C:2]1[CH:7]=[C:6]([NH:8][CH:9]([CH2:11][CH2:12][CH3:13])[CH3:10])[C:5]([N+:14]([O-])=O)=[CH:4][N:3]=1. The catalyst is [Pt](=O)=O.O1CCCC1. The product is [Br:1][C:2]1[N:3]=[CH:4][C:5]([NH2:14])=[C:6]([NH:8][CH:9]([CH2:11][CH2:12][CH3:13])[CH3:10])[CH:7]=1. The yield is 0.990.